From a dataset of KCNQ2 potassium channel screen with 302,405 compounds. Binary Classification. Given a drug SMILES string, predict its activity (active/inactive) in a high-throughput screening assay against a specified biological target. The drug is O(c1c2c(n(c(c2c(=O)ccc1)C)c1ccc(cc1)C(O)=O)C)C. The result is 0 (inactive).